This data is from Reaction yield outcomes from USPTO patents with 853,638 reactions. The task is: Predict the reaction yield, written as a fraction of the theoretical maximum amount of product (1.0 means a 100% yield; for example, 0.34 means a 34% yield). (1) The reactants are C(O[C:6](=[O:24])[N:7]([C:9]1[CH:10]=[N:11][C:12]([N:16]2[CH2:20][C@H:19]([OH:21])[CH2:18][C@H:17]2[CH2:22][OH:23])=[CH:13][C:14]=1[I:15])[CH3:8])(C)(C)C.Cl.C(N(C(C)C)C(C)C)C.[F:35][C:36]([F:54])([F:53])[C:37]1[CH:38]=[C:39]([C:47](C)([CH3:51])[C:48](Cl)=O)[CH:40]=[C:41]([C:43]([F:46])([F:45])[F:44])[CH:42]=1. The catalyst is ClCCl.C(OCC)C. The product is [F:35][C:36]([F:53])([F:54])[C:37]1[CH:38]=[C:39]([C:47]([CH3:51])([CH3:48])[C:6]([N:7]([C:9]2[CH:10]=[N:11][C:12]([N:16]3[CH2:20][C@H:19]([OH:21])[CH2:18][C@H:17]3[CH2:22][OH:23])=[CH:13][C:14]=2[I:15])[CH3:8])=[O:24])[CH:40]=[C:41]([C:43]([F:44])([F:45])[F:46])[CH:42]=1. The yield is 0.870. (2) The reactants are [CH2:1]([C:4]1[CH:9]=[C:8]([C:10]([F:13])([F:12])[F:11])[CH:7]=[CH:6][C:5]=1[OH:14])[CH:2]=[CH2:3].Cl[Sn](Cl)(Cl)Cl.[I:20]I. The catalyst is ClCCl. The product is [I:20][CH2:3][CH:2]1[CH2:1][C:4]2[CH:9]=[C:8]([C:10]([F:12])([F:13])[F:11])[CH:7]=[CH:6][C:5]=2[O:14]1. The yield is 0.430. (3) The reactants are [N:1]1[CH:6]=[CH:5][CH:4]=[CH:3][C:2]=1[S:7][C:8]1[CH:9]=[C:10]([O:16][C:17]2[C:18]([CH3:24])=[N:19][N:20]([CH3:23])[C:21]=2[CH3:22])[C:11]([C:14]#[N:15])=[N:12][CH:13]=1.S(=O)(=O)(O)[OH:26].[OH-].[Na+]. The catalyst is O. The product is [N:1]1[CH:6]=[CH:5][CH:4]=[CH:3][C:2]=1[S:7][C:8]1[CH:9]=[C:10]([O:16][C:17]2[C:18]([CH3:24])=[N:19][N:20]([CH3:23])[C:21]=2[CH3:22])[C:11]([C:14]([NH2:15])=[O:26])=[N:12][CH:13]=1. The yield is 0.890. (4) The reactants are [Br:1][C:2]1[CH:7]=[CH:6][C:5]([OH:8])=[C:4]([N+:9]([O-])=O)[CH:3]=1.Cl[Sn]Cl.C([O-])(O)=O.[Na+]. The catalyst is C(O)C.O. The product is [NH2:9][C:4]1[CH:3]=[C:2]([Br:1])[CH:7]=[CH:6][C:5]=1[OH:8]. The yield is 0.890. (5) The reactants are [NH2:1][C:2]1[C:3]2[S:10][C:9]3[N:11]=[C:12]([N:18]4[CH2:23][CH2:22][C:21](=O)[CH2:20][CH2:19]4)[CH:13]=[C:14]([CH2:15][CH2:16][CH3:17])[C:8]=3[C:4]=2[N:5]=[CH:6][N:7]=1.[NH2:25][CH2:26][C@H:27]([C:29]1[CH:34]=[CH:33][CH:32]=[CH:31][CH:30]=1)[OH:28].C([BH3-])#N. The catalyst is CN(C=O)C.C(O)(=O)C. The product is [NH2:1][C:2]1[C:3]2[S:10][C:9]3[N:11]=[C:12]([N:18]4[CH2:19][CH2:20][CH:21]([NH:25][CH2:26][C@H:27]([C:29]5[CH:34]=[CH:33][CH:32]=[CH:31][CH:30]=5)[OH:28])[CH2:22][CH2:23]4)[CH:13]=[C:14]([CH2:15][CH2:16][CH3:17])[C:8]=3[C:4]=2[N:5]=[CH:6][N:7]=1. The yield is 0.560. (6) The catalyst is C(Cl)Cl.CN(C1C=CN=CC=1)C. The yield is 0.920. The reactants are [NH2:1][C:2]1[CH:3]=[C:4]([C:13]([O:15][CH3:16])=[O:14])[CH:5]=[C:6]2[C:10]=1[NH:9][CH:8]=[C:7]2[CH2:11][CH3:12].N1C=CC=CC=1.[Cl:23][CH2:24][S:25](Cl)(=[O:27])=[O:26]. The product is [Cl:23][CH2:24][S:25]([NH:1][C:2]1[CH:3]=[C:4]([C:13]([O:15][CH3:16])=[O:14])[CH:5]=[C:6]2[C:10]=1[NH:9][CH:8]=[C:7]2[CH2:11][CH3:12])(=[O:27])=[O:26]. (7) The reactants are Cl[C:2]1[C:11]2=[N:12][N:13]([CH3:15])[CH:14]=[C:10]2[C:9]2[CH:8]=[C:7]([Cl:16])[CH:6]=[CH:5][C:4]=2[N:3]=1.[CH3:17][N:18]1[CH2:23][CH2:22][NH:21][CH2:20][CH2:19]1.CCN(CC)CC. The catalyst is C(O)C. The product is [Cl:16][C:7]1[CH:6]=[CH:5][C:4]2[N:3]=[C:2]([N:21]3[CH2:22][CH2:23][N:18]([CH3:17])[CH2:19][CH2:20]3)[C:11]3=[N:12][N:13]([CH3:15])[CH:14]=[C:10]3[C:9]=2[CH:8]=1. The yield is 0.470. (8) The reactants are [O:1]=[S:2]1(=[O:30])[C:7]2[CH:8]=[CH:9][CH:10]=[CH:11][C:6]=2[NH:5][C:4]([C:12]2[C:13](=[O:29])[N:14]([CH2:23][C:24]([O:26]CC)=[O:25])[C:15]3[C:20]([C:21]=2[OH:22])=[CH:19][CH:18]=[CH:17][N:16]=3)=[N:3]1.C1COCC1.[OH-].[Li+].Cl. The catalyst is CO. The product is [O:30]=[S:2]1(=[O:1])[C:7]2[CH:8]=[CH:9][CH:10]=[CH:11][C:6]=2[NH:5][C:4]([C:12]2[C:13](=[O:29])[N:14]([CH2:23][C:24]([OH:26])=[O:25])[C:15]3[C:20]([C:21]=2[OH:22])=[CH:19][CH:18]=[CH:17][N:16]=3)=[N:3]1. The yield is 0.860.